The task is: Predict the reaction yield, written as a fraction of the theoretical maximum amount of product (1.0 means a 100% yield; for example, 0.34 means a 34% yield).. This data is from Reaction yield outcomes from USPTO patents with 853,638 reactions. (1) The reactants are Cl[CH2:2][CH2:3][CH2:4][C:5]([C:11]1[CH:16]=[CH:15][C:14]([O:17][CH3:18])=[C:13]([O:19][CH3:20])[CH:12]=1)([CH:8]([CH3:10])[CH3:9])[C:6]#[N:7].C(=O)([O-])[O-].[K+].[K+].CO.[CH3:29][NH2:30].[I-].[Na+]. The catalyst is C(O)C. The product is [CH3:20][O:19][C:13]1[CH:12]=[C:11]([C:5]([CH:8]([CH3:10])[CH3:9])([CH2:4][CH2:3][CH2:2][NH:30][CH3:29])[C:6]#[N:7])[CH:16]=[CH:15][C:14]=1[O:17][CH3:18]. The yield is 0.720. (2) The reactants are [N+:1]([C:4]1[CH:10]=[CH:9][CH:8]=[C:7]([C:11]2[CH:16]=[CH:15][CH:14]=[CH:13][N:12]=2)[C:5]=1[NH2:6])([O-])=O. The catalyst is CCOC(C)=O.[Pd]. The product is [N:12]1[CH:13]=[CH:14][CH:15]=[CH:16][C:11]=1[C:7]1[CH:8]=[CH:9][CH:10]=[C:4]([NH2:1])[C:5]=1[NH2:6]. The yield is 0.890. (3) The reactants are [CH2:1]([O:8][C:9]([NH:11][CH:12]([P:16]([OH:18])[OH:17])[CH:13]([CH3:15])[CH3:14])=[O:10])[C:2]1[CH:7]=[CH:6][CH:5]=[CH:4][CH:3]=1.[CH2:19](Cl)[CH2:20]Cl. The catalyst is C(O)C.C(Cl)Cl. The product is [CH2:19]([O:18][P:16]([CH:12]([NH:11][C:9]([O:8][CH2:1][C:2]1[CH:3]=[CH:4][CH:5]=[CH:6][CH:7]=1)=[O:10])[CH:13]([CH3:15])[CH3:14])[OH:17])[CH3:20]. The yield is 0.968. (4) The reactants are C[O:2][C:3](=O)[CH:4]([NH:6][C:7]([O:9][C:10]([CH3:13])([CH3:12])[CH3:11])=[O:8])[CH3:5].CC(C[AlH]CC(C)C)C.CO.C(O)(=O)CC(CC(O)=O)(C(O)=O)O. The catalyst is C1(C)C=CC=CC=1.O. The product is [C:10]([O:9][C:7](=[O:8])[NH:6][CH:4]([CH3:5])[CH:3]=[O:2])([CH3:13])([CH3:11])[CH3:12]. The yield is 0.850. (5) The reactants are CO[C:3](=[O:23])[C:4]([NH:6][C:7]1[CH:8]=[CH:9][C:10]([N:13]2[CH2:18][CH2:17][CH:16]([C:19]([O:21][CH3:22])=[O:20])[CH2:15][CH2:14]2)=[N:11][CH:12]=1)=[O:5].O.[NH2:25][NH2:26]. The catalyst is C(O)C. The product is [NH:25]([C:3](=[O:23])[C:4]([NH:6][C:7]1[CH:8]=[CH:9][C:10]([N:13]2[CH2:14][CH2:15][CH:16]([C:19]([O:21][CH3:22])=[O:20])[CH2:17][CH2:18]2)=[N:11][CH:12]=1)=[O:5])[NH2:26]. The yield is 0.800.